From a dataset of Reaction yield outcomes from USPTO patents with 853,638 reactions. Predict the reaction yield, written as a fraction of the theoretical maximum amount of product (1.0 means a 100% yield; for example, 0.34 means a 34% yield). The reactants are [CH3:1][NH:2][C:3]([C:5]1[C:13]2[C:8](=[CH:9][CH:10]=[CH:11][CH:12]=2)[N:7]([CH3:14])[N:6]=1)=O.[H-].[H-].[H-].[H-].[Li+].[Al+3]. The catalyst is C1COCC1. The product is [CH3:14][N:7]1[C:8]2[C:13](=[CH:12][CH:11]=[CH:10][CH:9]=2)[C:5]([CH2:3][NH:2][CH3:1])=[N:6]1. The yield is 1.00.